This data is from Forward reaction prediction with 1.9M reactions from USPTO patents (1976-2016). The task is: Predict the product of the given reaction. (1) Given the reactants [CH2:1]([C:3]1[CH:8]=[CH:7][C:6]([OH:9])=[C:5]([CH2:10][C:11]([CH3:13])=[CH2:12])[CH:4]=1)[CH3:2].O.C1(C)C=CC(S(O)(=O)=O)=CC=1, predict the reaction product. The product is: [CH2:1]([C:3]1[CH:8]=[CH:7][C:6]2[O:9][C:11]([CH3:13])([CH3:12])[CH2:10][C:5]=2[CH:4]=1)[CH3:2]. (2) Given the reactants [F:1][C:2]1[CH:7]=[CH:6][C:5]([N:8]([CH3:21])[C:9]2[N:14]=[C:13]([S:15][C:16]#[N:17])[C:12]([N+:18]([O-])=O)=[CH:11][N:10]=2)=[CH:4][C:3]=1[NH:22][C:23](=[O:29])[O:24][C:25]([CH3:28])([CH3:27])[CH3:26], predict the reaction product. The product is: [NH2:17][C:16]1[S:15][C:13]2[N:14]=[C:9]([N:8]([CH3:21])[C:5]3[CH:6]=[CH:7][C:2]([F:1])=[C:3]([NH:22][C:23](=[O:29])[O:24][C:25]([CH3:28])([CH3:27])[CH3:26])[CH:4]=3)[N:10]=[CH:11][C:12]=2[N:18]=1. (3) Given the reactants [Cl:1][C:2]1[CH:7]=[C:6]([Cl:8])[CH:5]=[CH:4][C:3]=1[C:9]1[N:10]=[C:11](/[CH:16]=[CH:17]/[C:18]2[CH:23]=[CH:22][C:21]([C:24]3[CH:29]=[CH:28][C:27]([OH:30])=[CH:26][CH:25]=3)=[CH:20][CH:19]=2)[N:12]([CH2:14][CH3:15])[CH:13]=1.Br[CH2:32][CH2:33][CH2:34][CH2:35][C:36]([O:38]C)=[O:37], predict the reaction product. The product is: [Cl:1][C:2]1[CH:7]=[C:6]([Cl:8])[CH:5]=[CH:4][C:3]=1[C:9]1[N:10]=[C:11](/[CH:16]=[CH:17]/[C:18]2[CH:23]=[CH:22][C:21]([C:24]3[CH:25]=[CH:26][C:27]([O:30][CH2:32][CH2:33][CH2:34][CH2:35][C:36]([OH:38])=[O:37])=[CH:28][CH:29]=3)=[CH:20][CH:19]=2)[N:12]([CH2:14][CH3:15])[CH:13]=1. (4) Given the reactants [Br:1][C:2]1[C:3]([F:12])=[CH:4][C:5]2[S:9][C:8]([NH2:10])=[N:7][C:6]=2[CH:11]=1.[CH2:13]([N:15]=[C:16]=[O:17])[CH3:14], predict the reaction product. The product is: [Br:1][C:2]1[C:3]([F:12])=[CH:4][C:5]2[S:9][C:8]([NH:10][C:16]([NH:15][CH2:13][CH3:14])=[O:17])=[N:7][C:6]=2[CH:11]=1. (5) The product is: [I:1][C:2]1[CH:3]=[N:4][N:5]([CH:14]([CH3:16])[CH3:15])[CH:6]=1. Given the reactants [I:1][C:2]1[CH:3]=[N:4][NH:5][CH:6]=1.C([O-])([O-])=O.[Cs+].[Cs+].I[CH:14]([CH3:16])[CH3:15], predict the reaction product. (6) Given the reactants C1(OP(N=[N+]=[N-])(=O)[O:9][C:10]2C=CC=CC=2)C=CC=CC=1.C([N:22](CC)CC)C.[S:27]1[CH:31]=[CH:30][C:29]([C:32]2(C(O)=O)[CH2:41][CH2:40][C:35]3([O:39][CH2:38][CH2:37][O:36]3)[CH2:34][CH2:33]2)=[CH:28]1, predict the reaction product. The product is: [N:22]([C:32]1([C:29]2[CH:30]=[CH:31][S:27][CH:28]=2)[CH2:33][CH2:34][C:35]2([O:36][CH2:37][CH2:38][O:39]2)[CH2:40][CH2:41]1)=[C:10]=[O:9]. (7) Given the reactants [CH3:1][O:2][C:3]1[CH:4]=[C:5]2[C:10](=[CH:11][C:12]=1[O:13][CH3:14])[N:9]=[CH:8][N:7]=[C:6]2[O:15][C:16]1[CH:22]=[CH:21][C:19]([NH2:20])=[C:18]([CH3:23])[CH:17]=1.ClC(Cl)(O[C:28](=[O:34])OC(Cl)(Cl)Cl)Cl.[CH2:36]([NH2:39])[CH2:37][CH3:38].CO, predict the reaction product. The product is: [CH3:1][O:2][C:3]1[CH:4]=[C:5]2[C:10](=[CH:11][C:12]=1[O:13][CH3:14])[N:9]=[CH:8][N:7]=[C:6]2[O:15][C:16]1[CH:22]=[CH:21][C:19]([NH:20][C:28]([NH:39][CH2:36][CH2:37][CH3:38])=[O:34])=[C:18]([CH3:23])[CH:17]=1. (8) Given the reactants [Cl:1][C:2]1[CH:23]=[C:22]([Cl:24])[CH:21]=[CH:20][C:3]=1[CH2:4][NH:5][C:6]([C:8]1[C:9]([O:16][CH:17]([CH3:19])[CH3:18])=[N:10][N:11]([CH2:13][CH2:14][OH:15])[CH:12]=1)=[O:7].[CH2:25]([C:27]1[C:28](O)=[C:29]([CH2:33][C:34]([O:36]C)=[O:35])[CH:30]=[CH:31][CH:32]=1)[CH3:26].C(P(CCCC)CCCC)CCC.N(C(N1CCCCC1)=O)=NC(N1CCCCC1)=O, predict the reaction product. The product is: [Cl:1][C:2]1[CH:23]=[C:22]([Cl:24])[CH:21]=[CH:20][C:3]=1[CH2:4][NH:5][C:6]([C:8]1[C:9]([O:16][CH:17]([CH3:19])[CH3:18])=[N:10][N:11]([CH2:13][CH2:14][O:15][C:28]2[C:27]([CH2:25][CH3:26])=[CH:32][CH:31]=[CH:30][C:29]=2[CH2:33][C:34]([OH:36])=[O:35])[CH:12]=1)=[O:7].